This data is from Reaction yield outcomes from USPTO patents with 853,638 reactions. The task is: Predict the reaction yield, written as a fraction of the theoretical maximum amount of product (1.0 means a 100% yield; for example, 0.34 means a 34% yield). (1) The reactants are [CH3:1][O:2][C:3]1[CH:8]=[CH:7][C:6]([NH:9][C:10]([N:12]2[CH2:18][C:17]3[CH:19]=[CH:20][C:21]([C:23]([O:25]C(C)C)=O)=[N:22][C:16]=3[O:15][CH2:14][CH2:13]2)=[O:11])=[CH:5][CH:4]=1.[NH2:29][OH:30].[OH-].[Na+].Cl. The catalyst is C1COCC1.CO. The product is [OH:30][NH:29][C:23]([C:21]1[CH:20]=[CH:19][C:17]2[CH2:18][N:12]([C:10]([NH:9][C:6]3[CH:5]=[CH:4][C:3]([O:2][CH3:1])=[CH:8][CH:7]=3)=[O:11])[CH2:13][CH2:14][O:15][C:16]=2[N:22]=1)=[O:25]. The yield is 0.320. (2) The product is [CH2:23]([C:27]1[CH:28]=[CH:29][C:30]([C:33]2[O:37][C:36]([C:38]3[CH:39]=[CH:40][C:41]([CH:44]=[O:45])=[CH:42][CH:43]=3)=[N:35][N:34]=2)=[CH:31][CH:32]=1)[CH:24]([CH3:26])[CH3:25]. The catalyst is ClCCl. The reactants are CC(OI1(OC(C)=O)(OC(C)=O)OC(=O)C2C=CC=CC1=2)=O.[CH2:23]([C:27]1[CH:32]=[CH:31][C:30]([C:33]2[O:37][C:36]([C:38]3[CH:43]=[CH:42][C:41]([CH2:44][OH:45])=[CH:40][CH:39]=3)=[N:35][N:34]=2)=[CH:29][CH:28]=1)[CH:24]([CH3:26])[CH3:25]. The yield is 0.880. (3) The reactants are FC(F)(F)C1C=C(C=CC=1)C([O:8][CH:9]([CH2:14][N:15]([C:28]1[CH:33]=[CH:32][CH:31]=[C:30]([F:34])[CH:29]=1)[C:16](=[O:27])[C:17]1[CH:22]=[CH:21][CH:20]=[C:19]([C:23]([F:26])([F:25])[F:24])[CH:18]=1)[C:10]([F:13])([F:12])[F:11])=O.N. The catalyst is CO. The product is [F:34][C:30]1[CH:29]=[C:28]([N:15]([CH2:14][CH:9]([OH:8])[C:10]([F:11])([F:12])[F:13])[C:16](=[O:27])[C:17]2[CH:22]=[CH:21][CH:20]=[C:19]([C:23]([F:26])([F:25])[F:24])[CH:18]=2)[CH:33]=[CH:32][CH:31]=1. The yield is 0.610. (4) The reactants are C(O[C:4](=[O:15])[CH:5]([CH3:14])[C:6](=[O:13])[CH2:7][C:8]([O:10][CH2:11][CH3:12])=[O:9])C.C(OC(O[CH2:22][CH3:23])=C)C.[CH3:24][NH2:25]. The catalyst is C(OCC)C.C[O-].[Na+]. The product is [CH2:11]([O:10][C:8]([C:7]1[C:6]([OH:13])=[C:5]([CH3:14])[C:4](=[O:15])[N:25]([CH3:24])[C:22]=1[CH3:23])=[O:9])[CH3:12]. The yield is 0.340. (5) The yield is 0.860. The catalyst is C1COCC1. The reactants are [NH2:1][C:2]1[CH:7]=[CH:6][C:5]([CH2:8][C:9]([O:11][CH3:12])=[O:10])=[CH:4][C:3]=1[Cl:13].[C:14]1([N:20]=[C:21]=[O:22])[CH:19]=[CH:18][CH:17]=[CH:16][CH:15]=1.CCN(CC)CC. The product is [Cl:13][C:3]1[CH:4]=[C:5]([CH2:8][C:9]([O:11][CH3:12])=[O:10])[CH:6]=[CH:7][C:2]=1[NH:1][C:21]([NH:20][C:14]1[CH:19]=[CH:18][CH:17]=[CH:16][CH:15]=1)=[O:22]. (6) The reactants are Cl[CH:2]([CH3:5])[CH:3]=[CH2:4].[C:6]([NH:9][C:10]1[CH:15]=[CH:14][CH:13]=[CH:12][C:11]=1[OH:16])(=[O:8])[CH3:7]. No catalyst specified. The product is [CH3:5][CH:2]([O:16][C:11]1[CH:12]=[CH:13][CH:14]=[CH:15][C:10]=1[NH:9][C:6](=[O:8])[CH3:7])[CH:3]=[CH2:4]. The yield is 0.400. (7) The reactants are [CH3:1][O:2][C:3]1[CH:8]=[CH:7][CH:6]=[C:5]([O:9][CH3:10])[C:4]=1[CH3:11].[Br-:12].[Br-].O1CCOCC1.O. The catalyst is CCOCC. The product is [Br:12][C:8]1[C:3]([O:2][CH3:1])=[C:4]([CH3:11])[C:5]([O:9][CH3:10])=[CH:6][CH:7]=1. The yield is 1.00. (8) The reactants are [NH2:1][C:2]1[CH:3]=[CH:4][CH:5]=[C:6]2[C:10]=1[C:9](=[O:11])[N:8]([C@@H:12]([C:18]1[CH:23]=[CH:22][C:21]([O:24][CH3:25])=[C:20]([O:26][CH2:27][CH3:28])[CH:19]=1)[CH2:13][S:14]([CH3:17])(=[O:16])=[O:15])[CH2:7]2.[O:29]1[CH:33]=[CH:32][CH:31]=[C:30]1[C:34](Cl)=[O:35].C[OH:38]. The catalyst is C1COCC1. The product is [CH2:27]([O:26][C:20]1[CH:19]=[C:18]([C@H:12]([N:8]2[C:9](=[O:11])[C:10]3[C:6](=[CH:5][CH:4]=[CH:3][C:2]=3[NH:1][C:34]([C:30]3[O:29][CH:33]=[CH:32][CH:31]=3)=[O:35])[C:7]2=[O:38])[CH2:13][S:14]([CH3:17])(=[O:15])=[O:16])[CH:23]=[CH:22][C:21]=1[O:24][CH3:25])[CH3:28]. The yield is 0.370. (9) The reactants are [Br:1][C:2]1[CH:7]=[CH:6][C:5]([N+:8]([O-])=O)=[C:4]([F:11])[CH:3]=1.[CH:12]([Mg]Br)=[CH2:13].[NH4+].[Cl-]. The catalyst is C1COCC1. The product is [Br:1][C:2]1[CH:7]=[C:6]2[C:5](=[C:4]([F:11])[CH:3]=1)[NH:8][CH:13]=[CH:12]2. The yield is 0.250.